Dataset: Forward reaction prediction with 1.9M reactions from USPTO patents (1976-2016). Task: Predict the product of the given reaction. (1) Given the reactants [C:1]([NH:5][C:6]([C:8]1[C:16]2[C:11](=[N:12][CH:13]=[C:14]([N:17]3[C:25]4[C:20](=[CH:21][C:22]([F:26])=[CH:23][CH:24]=4)[CH:19]=[N:18]3)[N:15]=2)[N:10](COCC[Si](C)(C)C)[CH:9]=1)=[O:7])([CH3:4])([CH3:3])[CH3:2].FC(F)(F)C(O)=O, predict the reaction product. The product is: [C:1]([NH:5][C:6]([C:8]1[C:16]2[C:11](=[N:12][CH:13]=[C:14]([N:17]3[C:25]4[C:20](=[CH:21][C:22]([F:26])=[CH:23][CH:24]=4)[CH:19]=[N:18]3)[N:15]=2)[NH:10][CH:9]=1)=[O:7])([CH3:4])([CH3:2])[CH3:3]. (2) Given the reactants [CH3:1][C:2]1[S:6][C:5]([NH:7][C:8]([C:10]2[CH:11]=[C:12]([C@@H:15]3[CH2:17][C@H:16]3[NH:18][CH2:19][CH:20]3[CH2:25][CH2:24][N:23]([C:26]([O:28][C:29]([CH3:32])([CH3:31])[CH3:30])=[O:27])[CH2:22][CH2:21]3)[S:13][CH:14]=2)=[O:9])=[N:4][N:3]=1.C(N(CC)CC)C.[F:40][C:41]([F:52])([F:51])[C:42](O[C:42](=[O:43])[C:41]([F:52])([F:51])[F:40])=[O:43].C(=O)([O-])O.[Na+], predict the reaction product. The product is: [F:40][C:41]([F:52])([F:51])[C:42]([N:18]([CH2:19][CH:20]1[CH2:25][CH2:24][N:23]([C:26]([O:28][C:29]([CH3:32])([CH3:31])[CH3:30])=[O:27])[CH2:22][CH2:21]1)[C@@H:16]1[CH2:17][C@H:15]1[C:12]1[S:13][CH:14]=[C:10]([C:8](=[O:9])[NH:7][C:5]2[S:6][C:2]([CH3:1])=[N:3][N:4]=2)[CH:11]=1)=[O:43]. (3) The product is: [S:18]1[CH:19]=[C:15]([N:10]2[CH2:11][CH2:12][N:8]([C:3]3[CH:4]=[N:5][CH:6]=[CH:7][C:2]=3[CH3:1])[C:9]2=[O:13])[C:16]2[CH:23]=[CH:22][CH:21]=[CH:20][C:17]1=2. Given the reactants [CH3:1][C:2]1[CH:7]=[CH:6][N:5]=[CH:4][C:3]=1[N:8]1[CH2:12][CH2:11][NH:10][C:9]1=[O:13].Br[C:15]1[C:16]2[CH:23]=[CH:22][CH:21]=[CH:20][C:17]=2[S:18][CH:19]=1.N[C@@H]1CCCC[C@H]1N.P([O-])([O-])([O-])=O.[K+].[K+].[K+], predict the reaction product. (4) Given the reactants [Cl:1][C:2]1[CH:38]=[CH:37][C:36]([CH2:39][CH2:40][O:41][CH3:42])=[CH:35][C:3]=1[CH2:4][N:5]([CH:32]1[CH2:34][CH2:33]1)[C:6](=[O:31])[CH:7]([CH2:11][C:12]1[CH:17]=[CH:16][C:15]([O:18][CH2:19][CH2:20][O:21][C:22]2[C:27]([Cl:28])=[CH:26][C:25]([CH3:29])=[CH:24][C:23]=2[Cl:30])=[CH:14][CH:13]=1)[CH:8]([OH:10])[CH3:9].CC(OI1(OC(C)=O)(OC(C)=O)OC(=O)C2C=CC=CC1=2)=O, predict the reaction product. The product is: [Cl:1][C:2]1[CH:38]=[CH:37][C:36]([CH2:39][CH2:40][O:41][CH3:42])=[CH:35][C:3]=1[CH2:4][N:5]([CH:32]1[CH2:34][CH2:33]1)[C:6](=[O:31])[CH:7]([CH2:11][C:12]1[CH:17]=[CH:16][C:15]([O:18][CH2:19][CH2:20][O:21][C:22]2[C:27]([Cl:28])=[CH:26][C:25]([CH3:29])=[CH:24][C:23]=2[Cl:30])=[CH:14][CH:13]=1)[C:8](=[O:10])[CH3:9]. (5) Given the reactants [O:1]([C:8]1[CH:13]=[CH:12][CH:11]=[CH:10][C:9]=1[NH:14][S:15]([C:18]1[CH:30]=[CH:29][C:21]([C:22]([NH:24][CH2:25][C:26]([OH:28])=O)=[O:23])=[CH:20][CH:19]=1)(=[O:17])=[O:16])[C:2]1[CH:7]=[CH:6][CH:5]=[CH:4][CH:3]=1.[NH2:31][C:32]1[C:36]([C:37]#[N:38])=[CH:35][NH:34][N:33]=1, predict the reaction product. The product is: [C:37]([C:36]1[C:32]([NH:31][C:26]([CH2:25][NH:24][C:22](=[O:23])[C:21]2[CH:20]=[CH:19][C:18]([S:15](=[O:17])(=[O:16])[NH:14][C:9]3[CH:10]=[CH:11][CH:12]=[CH:13][C:8]=3[O:1][C:2]3[CH:7]=[CH:6][CH:5]=[CH:4][CH:3]=3)=[CH:30][CH:29]=2)=[O:28])=[N:33][NH:34][CH:35]=1)#[N:38]. (6) The product is: [CH3:31][C:2]([CH3:30])([CH3:1])[C:3]#[C:4][C:5]1[S:9][C:8]([C:10]([OH:12])=[O:11])=[C:7]([N:13]([C:14]([C@H:16]2[CH2:21][CH2:20][C@H:19]([CH3:22])[CH2:18][CH2:17]2)=[O:15])[C@H:23]2[CH2:28][CH2:27][C@H:26]([O:29][C:37]3[CH:38]=[CH:39][N:40]=[C:35]([Cl:34])[N:36]=3)[CH2:25][CH2:24]2)[CH:6]=1. Given the reactants [CH3:1][C:2]([CH3:31])([CH3:30])[C:3]#[C:4][C:5]1[S:9][C:8]([C:10]([OH:12])=[O:11])=[C:7]([N:13]([C@H:23]2[CH2:28][CH2:27][C@H:26]([OH:29])[CH2:25][CH2:24]2)[C:14]([C@H:16]2[CH2:21][CH2:20][C@H:19]([CH3:22])[CH2:18][CH2:17]2)=[O:15])[CH:6]=1.[H-].[Na+].[Cl:34][C:35]1[N:40]=[C:39](Cl)[CH:38]=[CH:37][N:36]=1.C(OCC)(=O)C, predict the reaction product. (7) Given the reactants CCN(CC)CC.[SH:8][CH2:9][C:10]([OH:12])=[O:11].Cl[C:14]1[CH:19]=[CH:18][C:17]([N+:20]([O-:22])=[O:21])=[CH:16][C:15]=1[N+:23]([O-:25])=[O:24].O, predict the reaction product. The product is: [N+:20]([C:17]1[CH:16]=[C:15]([N+:23]([O-:25])=[O:24])[CH:14]=[CH:19][C:18]=1[S:8][CH2:9][C:10]([OH:12])=[O:11])([O-:22])=[O:21]. (8) Given the reactants [CH3:1][O:2][C:3]1[CH:4]=[C:5]2[C:10](=[CH:11][C:12]=1[O:13][CH3:14])[N:9]=[CH:8][N:7]=[C:6]2[O:15][C:16]1[CH:26]=[CH:25][C:19]([O:20][CH2:21][C:22]([OH:24])=O)=[CH:18][CH:17]=1.CCN=C=NCCCN(C)C.Cl.C1C=CC2N(O)N=NC=2C=1.[CH2:49]([CH:56]1[CH2:61][CH2:60][NH:59][CH2:58][CH2:57]1)[C:50]1[CH:55]=[CH:54][CH:53]=[CH:52][CH:51]=1.C(=O)([O-])O.[Na+], predict the reaction product. The product is: [CH2:49]([CH:56]1[CH2:61][CH2:60][N:59]([C:22](=[O:24])[CH2:21][O:20][C:19]2[CH:18]=[CH:17][C:16]([O:15][C:6]3[C:5]4[C:10](=[CH:11][C:12]([O:13][CH3:14])=[C:3]([O:2][CH3:1])[CH:4]=4)[N:9]=[CH:8][N:7]=3)=[CH:26][CH:25]=2)[CH2:58][CH2:57]1)[C:50]1[CH:55]=[CH:54][CH:53]=[CH:52][CH:51]=1. (9) The product is: [F:21][C:22]1[CH:27]=[CH:26][C:25]([C:28]2([OH:34])[CH2:29][CH2:30][N:31]([CH2:2][CH2:3][CH:4]=[C:5]3[C:15]4[C:10](=[N:11][CH:12]=[CH:13][CH:14]=4)[O:9][C:8]4[CH:16]=[CH:17][CH:18]=[C:19]([OH:20])[C:7]=4[CH2:6]3)[CH2:32][CH2:33]2)=[CH:24][CH:23]=1. Given the reactants Br[CH2:2][CH2:3][CH:4]=[C:5]1[C:15]2[C:10](=[N:11][CH:12]=[CH:13][CH:14]=2)[O:9][C:8]2[CH:16]=[CH:17][CH:18]=[C:19]([OH:20])[C:7]=2[CH2:6]1.[F:21][C:22]1[CH:27]=[CH:26][C:25]([C:28]2([OH:34])[CH2:33][CH2:32][NH:31][CH2:30][CH2:29]2)=[CH:24][CH:23]=1.C(N(CC)CC)C, predict the reaction product.